Dataset: Forward reaction prediction with 1.9M reactions from USPTO patents (1976-2016). Task: Predict the product of the given reaction. (1) Given the reactants [Cl:1][C:2]1[CH:7]=[C:6]([CH2:8][N:9]2[CH2:14][CH2:13][CH2:12][CH2:11][CH2:10]2)[CH:5]=[CH:4][C:3]=1[OH:15].Br[CH2:17][CH2:18][CH2:19][CH2:20][CH2:21][S:22][C:23]1[C:32]2[C:27](=[CH:28][C:29]([C:33]([F:36])([F:35])[F:34])=[CH:30][CH:31]=2)[N:26]=[CH:25][CH:24]=1, predict the reaction product. The product is: [Cl:1][C:2]1[CH:7]=[C:6]([CH2:8][N:9]2[CH2:10][CH2:11][CH2:12][CH2:13][CH2:14]2)[CH:5]=[CH:4][C:3]=1[O:15][CH2:17][CH2:18][CH2:19][CH2:20][CH2:21][S:22][C:23]1[C:32]2[C:27](=[CH:28][C:29]([C:33]([F:36])([F:34])[F:35])=[CH:30][CH:31]=2)[N:26]=[CH:25][CH:24]=1. (2) Given the reactants [C:1]([C:4]1[C:5](=[O:21])[NH:6][C:7]2[C:12]([C:13]=1[C:14]1[CH:15]=[N:16][CH:17]=[CH:18][CH:19]=1)=[CH:11][C:10]([Br:20])=[CH:9][CH:8]=2)(=[O:3])[CH3:2].[CH:22](=O)[C:23]1[CH:28]=[CH:27][CH:26]=[CH:25][CH:24]=1.[OH-].[Na+], predict the reaction product. The product is: [Br:20][C:10]1[CH:11]=[C:12]2[C:7](=[CH:8][CH:9]=1)[NH:6][C:5](=[O:21])[C:4]([C:1](=[O:3])[CH:2]=[CH:22][C:23]1[CH:28]=[CH:27][CH:26]=[CH:25][CH:24]=1)=[C:13]2[C:14]1[CH:15]=[N:16][CH:17]=[CH:18][CH:19]=1.